From a dataset of Full USPTO retrosynthesis dataset with 1.9M reactions from patents (1976-2016). Predict the reactants needed to synthesize the given product. (1) Given the product [NH2:22][C:20]1[N:19]([CH2:10][CH3:11])[N:18]=[CH:16][C:17]=1[C:6]#[N:7], predict the reactants needed to synthesize it. The reactants are: C(OC=C(C#N)[C:6]#[N:7])C.[C:10](O)(=O)[C:11](O)=O.[CH2:16]([NH:18][NH2:19])[CH3:17].[CH2:20]([N:22](CC)CC)C. (2) Given the product [N:1]1([CH2:10][C@@H:12]2[CH2:17][N:16]3[CH2:18][CH2:19][CH2:20][C@@H:15]3[CH2:14][NH:13]2)[C:9]2[C:4](=[CH:5][CH:6]=[CH:7][CH:8]=2)[CH2:3][CH2:2]1, predict the reactants needed to synthesize it. The reactants are: [N:1]1([C:10]([C@@H:12]2[CH2:17][N:16]3[CH2:18][CH2:19][CH2:20][C@@H:15]3[CH2:14][N:13]2C(OC(C)(C)C)=O)=O)[C:9]2[C:4](=[CH:5][CH:6]=[CH:7][CH:8]=2)[CH2:3][CH2:2]1.C(OCC)(=O)C.Cl.[H-].[Al+3].[Li+].[H-].[H-].[H-].O.O.O.O.O.O.O.O.O.O.S([O-])([O-])(=O)=O.[Na+].[Na+].